Dataset: Full USPTO retrosynthesis dataset with 1.9M reactions from patents (1976-2016). Task: Predict the reactants needed to synthesize the given product. Given the product [Br:1][C:2]1[CH:7]=[CH:6][C:5]([N:8]2[C:12]([CH3:13])=[C:11]([CH2:14][C:15]3[CH:24]=[CH:23][C:18]([C:19]([OH:21])=[O:20])=[CH:17][CH:16]=3)[C:10]([CH3:25])=[N:9]2)=[CH:4][C:3]=1[Cl:26], predict the reactants needed to synthesize it. The reactants are: [Br:1][C:2]1[CH:7]=[CH:6][C:5]([N:8]2[C:12]([CH3:13])=[C:11]([CH2:14][C:15]3[CH:24]=[CH:23][C:18]([C:19]([O:21]C)=[O:20])=[CH:17][CH:16]=3)[C:10]([CH3:25])=[N:9]2)=[CH:4][C:3]=1[Cl:26].C(OCC)(=O)C.O.[OH-].[Li+].Cl.